From a dataset of Full USPTO retrosynthesis dataset with 1.9M reactions from patents (1976-2016). Predict the reactants needed to synthesize the given product. Given the product [F:1][C:2]1[CH:3]=[CH:4][C:5]([C:8]2[CH:9]=[N:10][N:11]([CH3:15])[C:12]=2[CH:13]=[O:14])=[CH:6][CH:7]=1, predict the reactants needed to synthesize it. The reactants are: [F:1][C:2]1[CH:7]=[CH:6][C:5]([C:8]2[CH:9]=[N:10][N:11]([CH3:15])[C:12]=2[CH2:13][OH:14])=[CH:4][CH:3]=1.